From a dataset of Forward reaction prediction with 1.9M reactions from USPTO patents (1976-2016). Predict the product of the given reaction. (1) Given the reactants C[O-].[Na+].[C:4]([O:12][CH2:13][CH3:14])(=[O:11])[CH2:5][C:6]([O:8][CH2:9][CH3:10])=[O:7].BrCCO[C:19]1[CH:24]=[CH:23][CH:22]=[CH:21][C:20]=1[CH3:25].Cl.[CH2:27]([OH:29])[CH3:28], predict the reaction product. The product is: [CH2:25]([O:29][CH2:27][CH2:28][CH:5]([C:6]([O:8][CH2:9][CH3:10])=[O:7])[C:4]([O:12][CH2:13][CH3:14])=[O:11])[C:20]1[CH:19]=[CH:24][CH:23]=[CH:22][CH:21]=1. (2) Given the reactants [Cl:1][C:2]1[CH:25]=[CH:24][C:5]([CH2:6][NH:7][C:8]([C:10]2[C:11]([OH:23])=[C:12]3[CH:18]=[C:17]([C:19](OC)=[O:20])[S:16][C:13]3=[N:14][CH:15]=2)=[O:9])=[CH:4][CH:3]=1.[H-].[H-].[H-].[H-].[Li+].[Al+3], predict the reaction product. The product is: [Cl:1][C:2]1[CH:3]=[CH:4][C:5]([CH2:6][NH:7][C:8]([C:10]2[C:11]([OH:23])=[C:12]3[CH:18]=[C:17]([CH2:19][OH:20])[S:16][C:13]3=[N:14][CH:15]=2)=[O:9])=[CH:24][CH:25]=1. (3) Given the reactants [CH2:1]1[CH:3]([C:4]([NH2:6])=[NH:5])[CH2:2]1.Cl.C(N(CC)CC)C.Cl[C:16](=[CH2:19])[C:17]#[N:18], predict the reaction product. The product is: [CH:3]1([C:4]2[N:6]=[C:17]([NH2:18])[CH:16]=[CH:19][N:5]=2)[CH2:2][CH2:1]1. (4) Given the reactants [CH:1]1([C:4]2[O:8][N:7]=[C:6]([C@@H:9]3[CH2:11][C@H:10]3[C:12]([F:15])([F:14])[F:13])[C:5]=2[C:16](OC)=[O:17])[CH2:3][CH2:2]1.[H-].[Al+3].[Li+].[H-].[H-].[H-].Cl, predict the reaction product. The product is: [CH:1]1([C:4]2[O:8][N:7]=[C:6]([C@@H:9]3[CH2:11][C@H:10]3[C:12]([F:14])([F:13])[F:15])[C:5]=2[CH2:16][OH:17])[CH2:2][CH2:3]1. (5) Given the reactants Cl.[N+:2]([C:5]1[CH:30]=[CH:29][C:8]([C:9]([O:11][C@H:12]2[C:16]3[N:17]=[CH:18][N:19]=[C:20]([N:21]4[CH2:27][CH2:26][CH2:25][NH:24][CH2:23][CH2:22]4)[C:15]=3[C@H:14]([CH3:28])[CH2:13]2)=[O:10])=[CH:7][CH:6]=1)([O-:4])=[O:3].[C:31]([O:35][C:36]([N:38]([CH:51]([CH3:53])[CH3:52])[CH2:39][CH:40]([C:44]1[CH:49]=[CH:48][C:47]([Cl:50])=[CH:46][CH:45]=1)[C:41](O)=[O:42])=[O:37])([CH3:34])([CH3:33])[CH3:32].C(N(CC)C(C)C)(C)C.CN(C(ON1N=NC2C=CC=CC1=2)=[N+](C)C)C.F[P-](F)(F)(F)(F)F, predict the reaction product. The product is: [N+:2]([C:5]1[CH:6]=[CH:7][C:8]([C:9]([O:11][C@H:12]2[C:16]3[N:17]=[CH:18][N:19]=[C:20]([N:21]4[CH2:27][CH2:26][CH2:25][N:24]([C:41](=[O:42])[C@@H:40]([C:44]5[CH:45]=[CH:46][C:47]([Cl:50])=[CH:48][CH:49]=5)[CH2:39][N:38]([C:36]([O:35][C:31]([CH3:32])([CH3:33])[CH3:34])=[O:37])[CH:51]([CH3:52])[CH3:53])[CH2:23][CH2:22]4)[C:15]=3[C@H:14]([CH3:28])[CH2:13]2)=[O:10])=[CH:29][CH:30]=1)([O-:4])=[O:3].